From a dataset of Forward reaction prediction with 1.9M reactions from USPTO patents (1976-2016). Predict the product of the given reaction. (1) Given the reactants [NH2:1][C:2]1[NH:7][C:6]2=[N:8][CH:9]=[CH:10][C:5]2=[C:4]([Cl:11])[N:3]=1.[OH-].[K+].COCCOCCN(CCOCCOC)CCOCCOC.[CH2:36]([O:43][C@H:44]1[C@H:48]([O:49][CH2:50][C:51]2[CH:56]=[CH:55][CH:54]=[CH:53][CH:52]=2)[C@@H:47]([CH2:57][O:58][CH2:59][C:60]2[CH:65]=[CH:64][CH:63]=[CH:62][CH:61]=2)[O:46][CH:45]1Br)[C:37]1[CH:42]=[CH:41][CH:40]=[CH:39][CH:38]=1, predict the reaction product. The product is: [NH2:1][C:2]1[N:3]=[C:4]([Cl:11])[C:5]2[CH:10]=[CH:9][N:8]([C@@H:45]3[O:46][C@H:47]([CH2:57][O:58][CH2:59][C:60]4[CH:65]=[CH:64][CH:63]=[CH:62][CH:61]=4)[C@@H:48]([O:49][CH2:50][C:51]4[CH:56]=[CH:55][CH:54]=[CH:53][CH:52]=4)[C@@H:44]3[O:43][CH2:36][C:37]3[CH:42]=[CH:41][CH:40]=[CH:39][CH:38]=3)[C:6]=2[N:7]=1. (2) Given the reactants COC(OC)([C:10]([C:12]1[CH:17]=[CH:16][CH:15]=[CH:14][CH:13]=1)=[O:11])C1C=CC=CC=1.C1CCC(O)(C([C:28]2[CH:33]=[CH:32][CH:31]=[CH:30][CH:29]=2)=O)CC1.OC(C)(C)C([C:39]1[CH:44]=[CH:43][CH:42]=[CH:41][CH:40]=1)=O.C[C:48]([OH:62])(C(C1C=CC(OCCO)=CC=1)=O)C.OC(C)(C)C(C1C=CC(CC2C=CC([C:80](=[O:85])C(O)(C)C)=CC=2)=CC=1)=O.CC(N1C[CH2:105][O:104]CC1)(C(C1C=CC(SC)=CC=1)=O)C.CCC(N(C)C)(C(C1C=CC(N2CCOCC2)=CC=1)=O)CC1C=CC=CC=1.CN(C)C(CC1C=CC(C)=CC=1)(CC)C(C1C=CC(N2CCOCC2)=CC=1)=O.CC1C=C(C)C=C(C)C=1C([P:167](=[O:180])(C1C=CC=CC=1)C1C=CC=CC=1)=O.CC1C=C(C)C=C(C)C=1C(P(=O)(C(=O)C1C(C)=CC(C)=CC=1C)C1C=CC=CC=1)=O.C(ON=C(CCCCCC)C(C1C=CC(SC2C=CC=CC=2)=CC=1)=O)(=O)C1C=CC=CC=1.C(ON=C(C1C=CC2N(CC)C3C(C=2C=1)=CC(C(=O)C1C=CC=CC=1C)=CC=3)C)(=O)C.C1C=CC(C(C(OCCOCCOC(C(C2C=CC=CC=2)=O)=O)=O)=O)=CC=1, predict the reaction product. The product is: [CH3:105][O:104][C:15]1[CH:14]=[C:13]([O:85][CH3:80])[C:12]([C:10]([P:167]([C:28]2[CH:29]=[CH:30][CH:31]=[CH:32][CH:33]=2)([C:39]2[CH:40]=[CH:41][CH:42]=[CH:43][CH:44]=2)=[O:180])=[O:11])=[C:17]([O:62][CH3:48])[CH:16]=1.